Dataset: Catalyst prediction with 721,799 reactions and 888 catalyst types from USPTO. Task: Predict which catalyst facilitates the given reaction. (1) Reactant: [NH2:1][C:2]1[CH:6]=[C:5]([C:7]2[CH:12]=[CH:11][N:10]=[CH:9][CH:8]=2)[S:4][C:3]=1[C:13]([O:15]C)=[O:14].C[O-].[Na+].CO.Cl. Product: [NH2:1][C:2]1[CH:6]=[C:5]([C:7]2[CH:8]=[CH:9][N:10]=[CH:11][CH:12]=2)[S:4][C:3]=1[C:13]([OH:15])=[O:14]. The catalyst class is: 6. (2) Reactant: [CH2:1]([C:8]1[CH:9]=[N:10][CH:11]=[CH:12][CH:13]=1)[C:2]1[CH:7]=[CH:6][CH:5]=[CH:4][CH:3]=1. Product: [CH2:1]([CH:8]1[CH2:13][CH2:12][CH2:11][NH:10][CH2:9]1)[C:2]1[CH:7]=[CH:6][CH:5]=[CH:4][CH:3]=1. The catalyst class is: 331. (3) Reactant: C(N(C(C)C)C(C)C)C.[CH3:10][C:11]1[N:12]=[C:13]([N:17]([CH2:34][O:35][CH2:36][CH2:37][O:38][CH3:39])[S:18]([C:21]2[S:22][CH:23]=[CH:24][C:25]=2[C:26]2[CH:31]=[CH:30][C:29]([CH2:32][OH:33])=[CH:28][CH:27]=2)(=[O:20])=[O:19])[S:14][C:15]=1[CH3:16].[CH3:40][S:41](Cl)(=[O:43])=[O:42]. Product: [CH3:10][C:11]1[N:12]=[C:13]([N:17]([CH2:34][O:35][CH2:36][CH2:37][O:38][CH3:39])[S:18]([C:21]2[S:22][CH:23]=[CH:24][C:25]=2[C:26]2[CH:31]=[CH:30][C:29]([CH2:32][O:33][S:41]([CH3:40])(=[O:43])=[O:42])=[CH:28][CH:27]=2)(=[O:20])=[O:19])[S:14][C:15]=1[CH3:16]. The catalyst class is: 4. (4) Reactant: [CH3:1][O:2][C:3]1[CH:8]=[N:7][C:6]([C:9]2[CH:13]=[CH:12][NH:11][N:10]=2)=[C:5]2[NH:14][CH:15]=[C:16]([C:17](=[O:37])[C:18]([N:20]3[CH2:25][CH2:24][N:23]([C:26]4[N:30]([C:31]5[CH:36]=[CH:35][CH:34]=[CH:33][N:32]=5)[N:29]=[N:28][N:27]=4)[CH2:22][CH2:21]3)=[O:19])[C:4]=12.[H-].[Na+].[CH3:40]I. Product: [CH3:1][O:2][C:3]1[CH:8]=[N:7][C:6]([C:9]2[CH:13]=[CH:12][N:11]([CH3:40])[N:10]=2)=[C:5]2[NH:14][CH:15]=[C:16]([C:17](=[O:37])[C:18]([N:20]3[CH2:25][CH2:24][N:23]([C:26]4[N:30]([C:31]5[CH:36]=[CH:35][CH:34]=[CH:33][N:32]=5)[N:29]=[N:28][N:27]=4)[CH2:22][CH2:21]3)=[O:19])[C:4]=12. The catalyst class is: 3. (5) Reactant: [Na].[CH2:2]([O:9][C:10]1[CH:15]=[C:14]([O:16][CH2:17][C:18]2[CH:23]=[CH:22][CH:21]=[CH:20][CH:19]=2)[C:13]([CH2:24][CH:25]([CH3:27])[CH3:26])=[CH:12][C:11]=1[C:28](=[O:30])[CH3:29])[C:3]1[CH:8]=[CH:7][CH:6]=[CH:5][CH:4]=1.[C:31](OCC)(=[O:37])[C:32]([O:34][CH2:35][CH3:36])=[O:33].Cl. Product: [CH2:35]([O:34][C:32](=[O:33])[C:31](=[O:37])[CH2:29][C:28]([C:11]1[CH:12]=[C:13]([CH2:24][CH:25]([CH3:26])[CH3:27])[C:14]([O:16][CH2:17][C:18]2[CH:19]=[CH:20][CH:21]=[CH:22][CH:23]=2)=[CH:15][C:10]=1[O:9][CH2:2][C:3]1[CH:4]=[CH:5][CH:6]=[CH:7][CH:8]=1)=[O:30])[CH3:36]. The catalyst class is: 8.